This data is from Reaction yield outcomes from USPTO patents with 853,638 reactions. The task is: Predict the reaction yield, written as a fraction of the theoretical maximum amount of product (1.0 means a 100% yield; for example, 0.34 means a 34% yield). (1) The reactants are [CH3:1][O:2][C:3]([C:5]1[CH:13]=[CH:12][C:8]([C:9]([OH:11])=O)=[C:7]([N+:14]([O-:16])=[O:15])[CH:6]=1)=[O:4].S(Cl)(Cl)=O.[F:21][C:22]1[CH:23]=[C:24]([CH:36]=[C:37]([F:39])[CH:38]=1)[CH2:25][C:26]1[CH:27]=[C:28]2[C:32](=[CH:33][CH:34]=1)[NH:31][N:30]=[C:29]2[NH2:35]. The catalyst is C1COCC1.N1C=CC=CC=1. The product is [F:21][C:22]1[CH:23]=[C:24]([CH:36]=[C:37]([F:39])[CH:38]=1)[CH2:25][C:26]1[CH:27]=[C:28]2[C:32](=[CH:33][CH:34]=1)[NH:31][N:30]=[C:29]2[NH:35][C:9]([C:8]1[CH:12]=[CH:13][C:5]([C:3]([O:2][CH3:1])=[O:4])=[CH:6][C:7]=1[N+:14]([O-:16])=[O:15])=[O:11]. The yield is 0.650. (2) The reactants are [Br:1][C:2]1[CH:3]=[CH:4][C:5]([O:11][C:12]([F:15])([F:14])[F:13])=[C:6]([CH:10]=1)[C:7]([OH:9])=[O:8].S(=O)(=O)(O)O.[CH3:21]O. No catalyst specified. The product is [CH3:21][O:8][C:7](=[O:9])[C:6]1[CH:10]=[C:2]([Br:1])[CH:3]=[CH:4][C:5]=1[O:11][C:12]([F:13])([F:14])[F:15]. The yield is 0.890. (3) The reactants are [CH2:1]([C@H:8]([NH:16][C:17]([C:19]1[NH:23][C:22]2[S:24][C:25](Br)=[CH:26][C:21]=2[CH:20]=1)=[O:18])[C:9]([N:11]1[CH2:14][CH:13]([OH:15])[CH2:12]1)=[O:10])[C:2]1[CH:7]=[CH:6][CH:5]=[CH:4][CH:3]=1.C(NC(C)C)(C)C.[CH3:35][Si:36]([C:39]#[CH:40])([CH3:38])[CH3:37].O. The catalyst is O1CCCC1.[Cu]I.Cl[Pd](Cl)([P](C1C=CC=CC=1)(C1C=CC=CC=1)C1C=CC=CC=1)[P](C1C=CC=CC=1)(C1C=CC=CC=1)C1C=CC=CC=1. The product is [CH2:1]([C@H:8]([NH:16][C:17]([C:19]1[NH:23][C:22]2[S:24][C:25]([C:40]#[C:39][Si:36]([CH3:38])([CH3:37])[CH3:35])=[CH:26][C:21]=2[CH:20]=1)=[O:18])[C:9]([N:11]1[CH2:14][CH:13]([OH:15])[CH2:12]1)=[O:10])[C:2]1[CH:7]=[CH:6][CH:5]=[CH:4][CH:3]=1. The yield is 0.0400.